This data is from Full USPTO retrosynthesis dataset with 1.9M reactions from patents (1976-2016). The task is: Predict the reactants needed to synthesize the given product. (1) Given the product [C:13]([O:17][C:18]([N:20]1[CH2:25][CH2:24][CH:23]([O:26][C:27]2[CH:32]=[C:31]([N:10]3[C:5]4[C:6](=[N:7][C:2]([Cl:1])=[CH:3][CH:4]=4)[CH2:8][CH2:9]3)[N:30]=[CH:29][N:28]=2)[CH2:22][CH2:21]1)=[O:19])([CH3:16])([CH3:14])[CH3:15], predict the reactants needed to synthesize it. The reactants are: [Cl:1][C:2]1[N:7]=[C:6]2[CH2:8][CH2:9][NH:10][C:5]2=[CH:4][CH:3]=1.[H-].[Na+].[C:13]([O:17][C:18]([N:20]1[CH2:25][CH2:24][CH:23]([O:26][C:27]2[CH:32]=[C:31](Cl)[N:30]=[CH:29][N:28]=2)[CH2:22][CH2:21]1)=[O:19])([CH3:16])([CH3:15])[CH3:14]. (2) Given the product [NH2:21][CH:20]([C:15]1([N:14]([CH3:22])[CH3:13])[CH2:19][CH2:18][CH2:17][CH2:16]1)[CH2:6][CH2:1][CH2:2][CH3:3], predict the reactants needed to synthesize it. The reactants are: [C:1]1(C)[CH:6]=CC=[CH:3][CH:2]=1.C([Li])CCC.[CH3:13][N:14]([CH3:22])[C:15]1([C:20]#[N:21])[CH2:19][CH2:18][CH2:17][CH2:16]1.[BH4-].[Na+].C(=O)([O-])O.[Na+].